Dataset: Full USPTO retrosynthesis dataset with 1.9M reactions from patents (1976-2016). Task: Predict the reactants needed to synthesize the given product. (1) Given the product [CH3:38][C@:31]1([CH2:30][S:27]([N:24]2[CH2:23][CH:22]=[C:21]([C:10]#[C:9][C:6]3[CH:5]=[N:4][C:3]([S:2][CH3:1])=[N:8][CH:7]=3)[CH2:26][CH2:25]2)(=[O:29])=[O:28])[NH:32][C:33](=[O:37])[NH:34][C:35]1=[O:36], predict the reactants needed to synthesize it. The reactants are: [CH3:1][S:2][C:3]1[N:8]=[CH:7][C:6]([C:9]#[C:10][Si](C)(C)C)=[CH:5][N:4]=1.FC(F)(F)S(O[C:21]1[CH2:22][CH2:23][N:24]([S:27]([CH2:30][C:31]2([CH3:38])[C:35](=[O:36])[NH:34][C:33](=[O:37])[NH:32]2)(=[O:29])=[O:28])[CH2:25][CH:26]=1)(=O)=O. (2) The reactants are: [Br:1][C:2]1[CH:7]=[CH:6][C:5]([NH:8][C:9]2[N:10]([CH3:26])[C:11](=[O:25])[C:12]([CH3:24])=[CH:13][C:14]=2[C:15]([NH:17][O:18][CH2:19][CH2:20][O:21]C=C)=[O:16])=[C:4]([F:27])[CH:3]=1.BrC1C=CC(NC2N(C)C(=O)C(C)=CC=2C(OC)=O)=C(F)C=1.C(OCCON)=C.C[Si]([N-][Si](C)(C)C)(C)C.[Li+]. Given the product [Br:1][C:2]1[CH:7]=[CH:6][C:5]([NH:8][C:9]2[N:10]([CH3:26])[C:11](=[O:25])[C:12]([CH3:24])=[CH:13][C:14]=2[C:15]([NH:17][O:18][CH2:19][CH2:20][OH:21])=[O:16])=[C:4]([F:27])[CH:3]=1, predict the reactants needed to synthesize it. (3) Given the product [C:13]([O:16][C:17]([N:1]1[C@H:5]([C:6]([O:8][CH2:9][CH3:10])=[O:7])[CH2:4][CH2:3][C:2]1=[O:11])=[O:18])([CH3:15])([CH3:14])[CH3:12], predict the reactants needed to synthesize it. The reactants are: [NH:1]1[C@H:5]([C:6]([O:8][CH2:9][CH3:10])=[O:7])[CH2:4][CH2:3][C:2]1=[O:11].[CH3:12][C:13]([O:16][C:17](O[C:17]([O:16][C:13]([CH3:15])([CH3:14])[CH3:12])=[O:18])=[O:18])([CH3:15])[CH3:14].C(N(CC)CC)C. (4) Given the product [OH:38][N:39]1[C:40](=[O:49])[C:41]2=[CH:48][CH:47]=[CH:46][CH:45]=[C:42]2[C:43]1=[O:44], predict the reactants needed to synthesize it. The reactants are: C1CCCCC1.C1(O)CCCCC1.C1(=O)CCCCC1.C1(=O)NC(=O)C2=CC=CC=C12.C1([O:38][N:39]2[C:43](=[O:44])[C:42]3=[CH:45][CH:46]=[CH:47][CH:48]=[C:41]3[C:40]2=[O:49])CCCCC1.C(O)(=O)C1C(=CC=CC=1)C(O)=O. (5) Given the product [C:1]([O:5][C@@H:6]([C:11]1[C:38]([CH3:39])=[CH:37][C:36]2=[N:40][C:33]3=[CH:34][N:35]2[C:12]=1[N:13]1[CH2:14][CH2:15][C:16]([CH3:45])([O:17][CH2:18][CH2:19][CH2:20][CH2:21][CH2:22][O:23][C:24]2[CH:25]=[CH:26][C:27]([F:42])=[CH:28][C:29]=2[CH2:30][NH:31][C:32]3=[O:41])[CH2:43][CH2:44]1)[C:7]([OH:9])=[O:8])([CH3:4])([CH3:2])[CH3:3], predict the reactants needed to synthesize it. The reactants are: [C:1]([O:5][C@@H:6]([C:11]1[C:38]([CH3:39])=[CH:37][C:36]2=[N:40][C:33]3=[CH:34][N:35]2[C:12]=1[N:13]1[CH2:44][CH2:43][C:16]([CH3:45])([O:17][CH2:18][CH2:19][CH2:20][CH2:21][CH2:22][O:23][C:24]2[CH:25]=[CH:26][C:27]([F:42])=[CH:28][C:29]=2[CH2:30][NH:31][C:32]3=[O:41])[CH2:15][CH2:14]1)[C:7]([O:9]C)=[O:8])([CH3:4])([CH3:3])[CH3:2].CO.O[Li].O. (6) Given the product [CH2:27]([O:29][C:30]([C:32]1([C:35]2[CH:36]=[CH:37][C:38]([C:2]3[CH:3]=[CH:4][C:5]([C:8]4[O:12][N:11]=[C:10]([CH3:13])[C:9]=4[C@@H:14]([O:15][C:16](=[O:26])[NH:17][CH2:18][CH3:20])[C:2]4[CH:7]=[CH:6][CH:5]=[CH:4][CH:3]=4)=[CH:6][CH:7]=3)=[CH:39][CH:40]=2)[CH2:33][CH2:34]1)=[O:31])[CH3:28], predict the reactants needed to synthesize it. The reactants are: Br[C:2]1[CH:7]=[CH:6][C:5]([C:8]2[O:12][N:11]=[C:10]([CH3:13])[C:9]=2[CH2:14][O:15][C:16](=[O:26])[NH:17][C@H:18]([C:20]2C=CC=CC=2)C)=[CH:4][CH:3]=1.[CH2:27]([O:29][C:30]([C:32]1([C:35]2[CH:40]=[CH:39][C:38](B3OC(C)(C)C(C)(C)O3)=[CH:37][CH:36]=2)[CH2:34][CH2:33]1)=[O:31])[CH3:28]. (7) Given the product [F:1][C:2]1[CH:3]=[CH:4][C:5]([O:24][CH2:26][CH2:27][NH:28][C:29](=[O:35])[O:30][C:31]([CH3:34])([CH3:33])[CH3:32])=[C:6]([C@H:8]2[CH2:12][CH2:11][CH2:10][N:9]2[C:13]2[CH:18]=[CH:17][N:16]3[N:19]=[CH:20][C:21]([CH:22]=[O:23])=[C:15]3[N:14]=2)[CH:7]=1, predict the reactants needed to synthesize it. The reactants are: [F:1][C:2]1[CH:3]=[CH:4][C:5]([OH:24])=[C:6]([C@H:8]2[CH2:12][CH2:11][CH2:10][N:9]2[C:13]2[CH:18]=[CH:17][N:16]3[N:19]=[CH:20][C:21]([CH:22]=[O:23])=[C:15]3[N:14]=2)[CH:7]=1.Br[CH2:26][CH2:27][NH:28][C:29](=[O:35])[O:30][C:31]([CH3:34])([CH3:33])[CH3:32].C(=O)([O-])[O-].[K+].[K+].CN(C=O)C. (8) Given the product [Br:1][C:2]1[CH:9]=[CH:8][C:5]([CH2:6][OH:7])=[CH:4][C:3]=1[F:10], predict the reactants needed to synthesize it. The reactants are: [Br:1][C:2]1[CH:9]=[CH:8][C:5]([CH:6]=[O:7])=[CH:4][C:3]=1[F:10].[BH4-].[Na+].CO.